This data is from Reaction yield outcomes from USPTO patents with 853,638 reactions. The task is: Predict the reaction yield, written as a fraction of the theoretical maximum amount of product (1.0 means a 100% yield; for example, 0.34 means a 34% yield). (1) The reactants are [CH2:1]([N:8]([CH:18]1[CH2:23][CH2:22][CH2:21][CH2:20][CH2:19]1)[CH2:9][C:10](O)([CH3:16])[C:11]([O:13][CH2:14][CH3:15])=[O:12])[C:2]1[CH:7]=[CH:6][CH:5]=[CH:4][CH:3]=1.CCN(S(F)(F)[F:30])CC. The catalyst is ClCCl. The product is [CH2:1]([N:8]([CH:18]1[CH2:23][CH2:22][CH2:21][CH2:20][CH2:19]1)[CH2:9][C:10]([F:30])([CH3:16])[C:11]([O:13][CH2:14][CH3:15])=[O:12])[C:2]1[CH:7]=[CH:6][CH:5]=[CH:4][CH:3]=1. The yield is 0.970. (2) The reactants are [CH3:1][N:2]([CH3:18])[CH2:3][CH2:4][N:5]1[CH2:10][CH2:9][C:8]2[NH:11][C:12]([CH:15]=O)=[C:13]([CH3:14])[C:7]=2[C:6]1=[O:17].[F:19][C:20]1[C:25]([F:26])=[CH:24][CH:23]=[CH:22][C:21]=1[C:27]1[CH:35]=[CH:34][CH:33]=[C:32]2[C:28]=1[CH2:29][C:30](=[O:36])[NH:31]2. No catalyst specified. The product is [F:19][C:20]1[C:25]([F:26])=[CH:24][CH:23]=[CH:22][C:21]=1[C:27]1[CH:35]=[CH:34][CH:33]=[C:32]2[C:28]=1[C:29](=[CH:15][C:12]1[NH:11][C:8]3[CH2:9][CH2:10][N:5]([CH2:4][CH2:3][N:2]([CH3:18])[CH3:1])[C:6](=[O:17])[C:7]=3[C:13]=1[CH3:14])[C:30](=[O:36])[NH:31]2. The yield is 0.616. (3) The reactants are [CH3:1][O:2][C:3](=[O:15])[CH:4]=[C:5]1[CH2:14][CH2:13][C:8]2([O:12][CH2:11][CH2:10][O:9]2)[CH2:7][CH2:6]1.[H][H]. The catalyst is [C].[Pd].C(O)C. The product is [CH3:1][O:2][C:3](=[O:15])[CH2:4][CH:5]1[CH2:14][CH2:13][C:8]2([O:9][CH2:10][CH2:11][O:12]2)[CH2:7][CH2:6]1. The yield is 0.750. (4) The reactants are [CH3:1][CH2:2][N:3]([CH2:6][CH2:7][NH:8][C:9]([C:11]1[C:12]([CH3:29])=[C:13](/[CH:17]=[C:18]2/[C:19]3[CH:20]=[C:21]([F:28])[CH:22]=[CH:23][C:24]=3[NH:25][C:26]/2=[O:27])[NH:14][C:15]=1[CH3:16])=[O:10])[CH2:4][CH3:5].[C:30]([OH:45])(=[O:44])/[CH:31]=[CH:32]/[C:33]1[CH:43]=[C:40]([O:41][CH3:42])[C:38]([OH:39])=[C:35]([O:36][CH3:37])[CH:34]=1. The catalyst is CO. The product is [CH3:1][CH2:2][N:3]([CH2:6][CH2:7][NH:8][C:9]([C:11]1[C:12]([CH3:29])=[C:13](/[CH:17]=[C:18]2/[C:19]3[CH:20]=[C:21]([F:28])[CH:22]=[CH:23][C:24]=3[NH:25][C:26]/2=[O:27])[NH:14][C:15]=1[CH3:16])=[O:10])[CH2:4][CH3:5].[CH3:42][O:41][C:40]1[CH:43]=[C:33](/[CH:32]=[CH:31]/[C:30]([OH:45])=[O:44])[CH:34]=[C:35]([O:36][CH3:37])[C:38]=1[OH:39]. The yield is 0.830.